This data is from Peptide-MHC class II binding affinity with 134,281 pairs from IEDB. The task is: Regression. Given a peptide amino acid sequence and an MHC pseudo amino acid sequence, predict their binding affinity value. This is MHC class II binding data. (1) The peptide sequence is EDDLLNRNNTFKPFA. The MHC is DRB1_1201 with pseudo-sequence DRB1_1201. The binding affinity (normalized) is 0.0593. (2) The peptide sequence is KKPIAVGGLLMMLVSVA. The MHC is DRB1_0901 with pseudo-sequence DRB1_0901. The binding affinity (normalized) is 0.494. (3) The peptide sequence is AHWTEARIMLDNINM. The MHC is DRB5_0101 with pseudo-sequence DRB5_0101. The binding affinity (normalized) is 0. (4) The peptide sequence is AAHSAAFEDLRVSSY. The MHC is DRB4_0101 with pseudo-sequence DRB4_0103. The binding affinity (normalized) is 0.416.